From a dataset of Reaction yield outcomes from USPTO patents with 853,638 reactions. Predict the reaction yield, written as a fraction of the theoretical maximum amount of product (1.0 means a 100% yield; for example, 0.34 means a 34% yield). (1) The reactants are C([O:8][C:9]1[CH:18]=[C:17]2[C:12]([C:13](=[O:19])[NH:14][CH:15]=[N:16]2)=[CH:11][C:10]=1[O:20][CH3:21])C1C=CC=CC=1.C([O-])=O.[NH4+]. The catalyst is [Pd].CN(C)C=O. The product is [OH:8][C:9]1[CH:18]=[C:17]2[C:12]([C:13](=[O:19])[NH:14][CH:15]=[N:16]2)=[CH:11][C:10]=1[O:20][CH3:21]. The yield is 0.600. (2) The reactants are Cl.[CH3:2][NH:3][CH2:4][CH2:5][C:6]([C:8]1[S:9][CH:10]=[CH:11][CH:12]=1)=[O:7].C(O)C.[OH-].[Na+].[Na]. The catalyst is O.CC(C)=O. The product is [CH3:2][NH:3][CH2:4][CH2:5][CH:6]([C:8]1[S:9][CH:10]=[CH:11][CH:12]=1)[OH:7]. The yield is 0.840. (3) The reactants are [CH2:1]([C:4]1[S:31][C:7]2[N:8]=[C:9]([N:25]3[CH2:29][CH2:28][C@H:27]([NH2:30])[CH2:26]3)[N:10]=[C:11]([N:12]3[CH2:17][CH2:16][N:15]4[C:18]([C:21]([F:24])([F:23])[F:22])=[N:19][N:20]=[C:14]4[CH2:13]3)[C:6]=2[CH:5]=1)[CH2:2][CH3:3].[NH2:32][C:33]1[S:34][CH:35]=[C:36]([CH2:38][C:39](O)=[O:40])[N:37]=1.CN(C(ON1N=NC2C=CC=CC1=2)=[N+](C)C)C.F[P-](F)(F)(F)(F)F.C(N(C(C)C)CC)(C)C. The catalyst is CN(C)C=O.C(OCC)(=O)C. The product is [NH2:32][C:33]1[S:34][CH:35]=[C:36]([CH2:38][C:39]([NH:30][C@H:27]2[CH2:28][CH2:29][N:25]([C:9]3[N:10]=[C:11]([N:12]4[CH2:17][CH2:16][N:15]5[C:18]([C:21]([F:22])([F:23])[F:24])=[N:19][N:20]=[C:14]5[CH2:13]4)[C:6]4[CH:5]=[C:4]([CH2:1][CH2:2][CH3:3])[S:31][C:7]=4[N:8]=3)[CH2:26]2)=[O:40])[N:37]=1. The yield is 0.430. (4) The reactants are [CH2:1]([C:3]1[N:4]([C:28]2[CH:33]=[CH:32][C:31]([OH:34])=[CH:30][CH:29]=2)[C:5](=[O:27])[C:6]([CH2:12][C:13]2[CH:18]=[CH:17][C:16]([C:19]3[C:20]([C:25]#[N:26])=[CH:21][CH:22]=[CH:23][CH:24]=3)=[CH:15][CH:14]=2)=[C:7]([CH2:9][CH2:10][CH3:11])[N:8]=1)[CH3:2].[O:35]1[C:39]2([CH2:44][CH2:43][CH:42](O)[CH2:41][CH2:40]2)[O:38][CH2:37][CH2:36]1.N(C(OC(C)C)=O)=NC(OC(C)C)=O.C1(P(C2C=CC=CC=2)C2C=CC=CC=2)C=CC=CC=1. The catalyst is C(OCC)(=O)C.O1CCCC1. The product is [O:35]1[C:39]2([CH2:44][CH2:43][CH:42]([O:34][C:31]3[CH:32]=[CH:33][C:28]([N:4]4[C:5](=[O:27])[C:6]([CH2:12][C:13]5[CH:18]=[CH:17][C:16]([C:19]6[C:20]([C:25]#[N:26])=[CH:21][CH:22]=[CH:23][CH:24]=6)=[CH:15][CH:14]=5)=[C:7]([CH2:9][CH2:10][CH3:11])[N:8]=[C:3]4[CH2:1][CH3:2])=[CH:29][CH:30]=3)[CH2:41][CH2:40]2)[O:38][CH2:37][CH2:36]1. The yield is 0.980. (5) The reactants are C[Sn](C)(C)[C:3]1[CH:4]=[N:5][C:6]([O:9][CH2:10][CH2:11][N:12]2[CH2:17][CH2:16][O:15][CH2:14][CH2:13]2)=[N:7][CH:8]=1.Br[C:21]1[O:25][C:24]([C:26]2[CH:31]=[CH:30][N:29]=[CH:28][CH:27]=2)=[C:23]([C:32]2[CH:33]=[C:34]3[C:38](=[CH:39][CH:40]=2)[C:37](=[O:41])[CH2:36][CH2:35]3)[CH:22]=1. No catalyst specified. The product is [N:12]1([CH2:11][CH2:10][O:9][C:6]2[N:5]=[CH:4][C:3]([C:21]3[O:25][C:24]([C:26]4[CH:31]=[CH:30][N:29]=[CH:28][CH:27]=4)=[C:23]([C:32]4[CH:33]=[C:34]5[C:38](=[CH:39][CH:40]=4)[C:37](=[O:41])[CH2:36][CH2:35]5)[CH:22]=3)=[CH:8][N:7]=2)[CH2:17][CH2:16][O:15][CH2:14][CH2:13]1. The yield is 0.480. (6) The reactants are [C:1]([CH2:3][C:4]([O:6][CH3:7])=[O:5])#[N:2].C(N(C(C)C)CC)(C)C.Br[CH:18]([CH3:28])[C:19]([C:21]1[CH:26]=[CH:25][CH:24]=[CH:23][C:22]=1[F:27])=[O:20]. The catalyst is O1CCCC1. The product is [C:1]([CH:3]([CH:18]([CH3:28])[C:19]([C:21]1[CH:26]=[CH:25][CH:24]=[CH:23][C:22]=1[F:27])=[O:20])[C:4]([O:6][CH3:7])=[O:5])#[N:2]. The yield is 0.800.